The task is: Predict the reactants needed to synthesize the given product.. This data is from Full USPTO retrosynthesis dataset with 1.9M reactions from patents (1976-2016). (1) Given the product [CH3:1][O:2][C:3](=[O:15])[C:4]1[C:5](=[C:10]([O:14][CH2:23][C:24]2[CH:29]=[CH:28][CH:27]=[C:26]([CH3:30])[CH:25]=2)[CH:11]=[CH:12][CH:13]=1)[C:6]([O:8][CH3:9])=[O:7], predict the reactants needed to synthesize it. The reactants are: [CH3:1][O:2][C:3](=[O:15])[C:4]1[C:5](=[C:10]([OH:14])[CH:11]=[CH:12][CH:13]=1)[C:6]([O:8][CH3:9])=[O:7].C(=O)([O-])[O-].[K+].[K+].Br[CH2:23][C:24]1[CH:29]=[CH:28][CH:27]=[C:26]([CH3:30])[CH:25]=1. (2) The reactants are: CN1[C:10]2[C:5](=[CH:6][C:7](S(N3CCC[C@H]3COC3C=CC=CC=3)(=O)=O)=[CH:8][CH:9]=2)[C:4](=O)C1=O.[N:29]1[CH:34]=[CH:33][CH:32]=[C:31]([O:35][CH2:36][CH:37]2[CH2:41][CH2:40][CH2:39][N:38]2[S:42]([C:45]2[CH:46]=[C:47]3[C:51](=[CH:52][CH:53]=2)[NH:50][C:49](=[O:54])[C:48]3=[O:55])(=[O:44])=[O:43])[CH:30]=1.C(Br)C1C=CC=CC=1. Given the product [CH2:4]([N:50]1[C:51]2[C:47](=[CH:46][C:45]([S:42]([N:38]3[CH2:39][CH2:40][CH2:41][CH:37]3[CH2:36][O:35][C:31]3[CH:30]=[N:29][CH:34]=[CH:33][CH:32]=3)(=[O:44])=[O:43])=[CH:53][CH:52]=2)[C:48](=[O:55])[C:49]1=[O:54])[C:5]1[CH:10]=[CH:9][CH:8]=[CH:7][CH:6]=1, predict the reactants needed to synthesize it. (3) Given the product [Cl:1][C:2]1[CH:7]=[C:6]([O:11][CH3:10])[CH:5]=[C:4]([Cl:9])[N:3]=1, predict the reactants needed to synthesize it. The reactants are: [Cl:1][C:2]1[CH:7]=[C:6](Cl)[CH:5]=[C:4]([Cl:9])[N:3]=1.[CH3:10][O-:11].[Na+]. (4) Given the product [N+:3]([C:6]1[CH:12]=[C:11]([N+:13]([O-:15])=[O:14])[CH:10]=[CH:9][C:7]=1[NH:8][C:17]1[CH:18]=[CH:19][C:20]2[C:26](=[O:27])[C:25]3[CH:28]=[CH:29][CH:30]=[CH:31][C:24]=3[CH2:23][O:22][C:21]=2[CH:32]=1)([O-:5])=[O:4], predict the reactants needed to synthesize it. The reactants are: [H-].[Na+].[N+:3]([C:6]1[CH:12]=[C:11]([N+:13]([O-:15])=[O:14])[CH:10]=[CH:9][C:7]=1[NH2:8])([O-:5])=[O:4].F[C:17]1[CH:18]=[CH:19][C:20]2[C:26](=[O:27])[C:25]3[CH:28]=[CH:29][CH:30]=[CH:31][C:24]=3[CH2:23][O:22][C:21]=2[CH:32]=1.Cl. (5) Given the product [C:1]([O:5][C:6]([N:8]1[CH2:13][CH2:12][CH:11]([CH2:14][O:15][C:28]2[CH:27]=[CH:26][C:25]([Cl:24])=[CH:30][N:29]=2)[CH:10]([C:16]2[CH:21]=[CH:20][C:19]([F:22])=[C:18]([F:23])[CH:17]=2)[CH2:9]1)=[O:7])([CH3:4])([CH3:2])[CH3:3], predict the reactants needed to synthesize it. The reactants are: [C:1]([O:5][C:6]([N:8]1[CH2:13][CH2:12][CH:11]([CH2:14][OH:15])[CH:10]([C:16]2[CH:21]=[CH:20][C:19]([F:22])=[C:18]([F:23])[CH:17]=2)[CH2:9]1)=[O:7])([CH3:4])([CH3:3])[CH3:2].[Cl:24][C:25]1[CH:26]=[CH:27][C:28](O)=[N:29][CH:30]=1.N(C(OC(C)(C)C)=O)=NC(OC(C)(C)C)=O.C1(P(C2C=CC=CC=2)C2C=CC=CC=2)C=CC=CC=1.